Dataset: Catalyst prediction with 721,799 reactions and 888 catalyst types from USPTO. Task: Predict which catalyst facilitates the given reaction. Reactant: [C:1]([C:4]1[CH:16]=[C:15]([C:17]2[C:18]([CH3:23])=[N:19][O:20][C:21]=2[CH3:22])[CH:14]=[C:13]2[C:5]=1[C:6]1[CH:7]=[C:8]([C:24]([OH:26])=O)[CH:9]=[CH:10][C:11]=1[NH:12]2)(=[O:3])[NH2:2].CN(C(ON1N=NC2C=CC(=CC1=2)Cl)=[N+](C)C)C.F[P-](F)(F)(F)(F)F.[F:52][C@H:53]1[CH2:57][CH2:56][NH:55][CH2:54]1.O. Product: [CH3:23][C:18]1[C:17]([C:15]2[CH:16]=[C:4]([C:1]([NH2:2])=[O:3])[C:5]3[C:6]4[C:11](=[CH:10][CH:9]=[C:8]([C:24]([N:55]5[CH2:56][CH2:57][C@H:53]([F:52])[CH2:54]5)=[O:26])[CH:7]=4)[NH:12][C:13]=3[CH:14]=2)=[C:21]([CH3:22])[O:20][N:19]=1. The catalyst class is: 239.